Dataset: Full USPTO retrosynthesis dataset with 1.9M reactions from patents (1976-2016). Task: Predict the reactants needed to synthesize the given product. (1) Given the product [CH3:1][C:2]1[C:3](=[O:10])[C:4]([CH3:8])([CH2:12][CH:13]=[C:14]([CH3:16])[CH3:15])[CH:5]=[CH:6][CH:7]=1, predict the reactants needed to synthesize it. The reactants are: [CH3:1][C:2]1[CH:7]=[CH:6][CH:5]=[C:4]([CH3:8])[C:3]=1O.[OH-:10].[K+].[CH2:12](Cl)[CH:13]=[C:14]([CH3:16])[CH3:15]. (2) Given the product [F:1][C:2]1[C:7]([O:8][CH2:28][CH2:27][CH2:26][C:25]#[CH:24])=[CH:6][CH:5]=[CH:4][C:3]=1[CH2:9][NH:10][C:11]([C:13]1[CH:14]=[C:15]2[C:20](=[CH:21][CH:22]=1)[N:19]=[CH:18][CH:17]=[CH:16]2)=[O:12], predict the reactants needed to synthesize it. The reactants are: [F:1][C:2]1[C:7]([OH:8])=[CH:6][CH:5]=[CH:4][C:3]=1[CH2:9][NH:10][C:11]([C:13]1[CH:14]=[C:15]2[C:20](=[CH:21][CH:22]=1)[N:19]=[CH:18][CH:17]=[CH:16]2)=[O:12].Cl[CH2:24][CH2:25][CH2:26][C:27]#[CH:28].CN(C=O)C.C(=O)([O-])[O-].[Cs+].[Cs+]. (3) Given the product [C:1]1([C:13](=[O:17])[C:14]([NH:19][CH2:20][CH2:21][CH2:22][CH2:23][CH2:24][CH2:25][C:26]([O:28][CH3:29])=[O:27])=[O:16])[C:11]2=[C:12]3[C:7](=[CH:8][CH:9]=[CH:10]2)[CH2:6][CH2:5][CH2:4][N:3]3[CH:2]=1, predict the reactants needed to synthesize it. The reactants are: [C:1]1([C:13](=[O:17])[C:14]([OH:16])=O)[C:11]2=[C:12]3[C:7](=[CH:8][CH:9]=[CH:10]2)[CH2:6][CH2:5][CH2:4][N:3]3[CH:2]=1.Cl.[NH2:19][CH2:20][CH2:21][CH2:22][CH2:23][CH2:24][CH2:25][C:26]([O:28][CH3:29])=[O:27]. (4) The reactants are: CCCS([C:7]1[O:8][C:9]2[CH:15]=[CH:14][C:13]([C:16]3[CH:23]=[CH:22][C:19]([C:20]#[N:21])=[CH:18][CH:17]=3)=[CH:12][C:10]=2[CH:11]=1)(=O)=O.Br.[CH3:25][C@@H:26]1[CH2:30][CH2:29][CH2:28][NH:27]1.C(=O)([O-])[O-].[Na+].[Na+].[C:37](#N)[CH3:38]. Given the product [CH3:25][C@@H:26]1[CH2:30][CH2:29][CH2:28][N:27]1[CH2:37][CH2:38][C:7]1[O:8][C:9]2[CH:15]=[CH:14][C:13]([C:16]3[CH:17]=[CH:18][C:19]([C:20]#[N:21])=[CH:22][CH:23]=3)=[CH:12][C:10]=2[CH:11]=1, predict the reactants needed to synthesize it.